The task is: Predict which catalyst facilitates the given reaction.. This data is from Catalyst prediction with 721,799 reactions and 888 catalyst types from USPTO. (1) Reactant: FC(F)(F)C(O)=O.[C:8]1([CH:14]([C:44]2[CH:49]=[CH:48][CH:47]=[CH:46][CH:45]=2)[CH2:15][CH2:16][N:17]([C:31]([NH:33][C:34]2[CH:39]=[CH:38][CH:37]=[C:36]([C:40]([F:43])([F:42])[F:41])[CH:35]=2)=[O:32])[CH:18]2[CH2:23][CH2:22][N:21](C(OC(C)(C)C)=O)[CH2:20][CH2:19]2)[CH:13]=[CH:12][CH:11]=[CH:10][CH:9]=1. Product: [C:44]1([CH:14]([C:8]2[CH:13]=[CH:12][CH:11]=[CH:10][CH:9]=2)[CH2:15][CH2:16][N:17]([CH:18]2[CH2:19][CH2:20][NH:21][CH2:22][CH2:23]2)[C:31]([NH:33][C:34]2[CH:39]=[CH:38][CH:37]=[C:36]([C:40]([F:42])([F:41])[F:43])[CH:35]=2)=[O:32])[CH:49]=[CH:48][CH:47]=[CH:46][CH:45]=1. The catalyst class is: 4. (2) Product: [N:19]1([CH2:18][CH2:17][O:16][C:15]2[CH:24]=[CH:25][C:12]([NH:1][C:2]3[N:7]=[CH:6][C:5]([NH2:8])=[CH:4][N:3]=3)=[CH:13][CH:14]=2)[CH2:23][CH2:22][CH2:21][CH2:20]1. Reactant: [NH2:1][C:2]1[N:7]=[CH:6][C:5]([N+:8]([O-])=O)=[CH:4][N:3]=1.Br[C:12]1[CH:25]=[CH:24][C:15]([O:16][CH2:17][CH2:18][N:19]2[CH2:23][CH2:22][CH2:21][CH2:20]2)=[CH:14][CH:13]=1.C([O-])([O-])=O.[Cs+].[Cs+].CC1(C)C2C(=C(P(C3C=CC=CC=3)C3C=CC=CC=3)C=CC=2)OC2C(P(C3C=CC=CC=3)C3C=CC=CC=3)=CC=CC1=2. The catalyst class is: 62.